From a dataset of Full USPTO retrosynthesis dataset with 1.9M reactions from patents (1976-2016). Predict the reactants needed to synthesize the given product. (1) Given the product [Na+:38].[CH:1]([N:4]([S:28]([C:31]1[CH:32]=[CH:33][CH:34]=[CH:35][CH:36]=1)(=[O:29])=[O:30])[C:5]1[CH:23]=[CH:22][C:21]([C:24]([F:26])([F:25])[F:27])=[CH:20][C:6]=1[O:7][CH2:8][C:9]1[CH:10]=[CH:11][C:12]([CH:13]=[CH:14][C:15]([O-:17])=[O:16])=[CH:18][CH:19]=1)([CH3:3])[CH3:2], predict the reactants needed to synthesize it. The reactants are: [CH:1]([N:4]([S:28]([C:31]1[CH:36]=[CH:35][CH:34]=[CH:33][CH:32]=1)(=[O:30])=[O:29])[C:5]1[CH:23]=[CH:22][C:21]([C:24]([F:27])([F:26])[F:25])=[CH:20][C:6]=1[O:7][CH2:8][C:9]1[CH:19]=[CH:18][C:12]([CH:13]=[CH:14][C:15]([OH:17])=[O:16])=[CH:11][CH:10]=1)([CH3:3])[CH3:2].[OH-].[Na+:38]. (2) Given the product [Br:2][C:1]([Br:5])=[CH:46][CH:43]1[CH2:42][CH2:41][CH:40]([CH:37]2[CH2:38][CH2:39][CH:34]([C:31]3[CH:30]=[CH:29][C:28]([CH2:25][CH2:26][CH3:27])=[CH:33][CH:32]=3)[CH2:35][CH2:36]2)[CH2:45][CH2:44]1, predict the reactants needed to synthesize it. The reactants are: [C:1]([Br:5])(Br)(Br)[Br:2].C1(P(C2C=CC=CC=2)C2C=CC=CC=2)C=CC=CC=1.[CH2:25]([C:28]1[CH:33]=[CH:32][C:31]([CH:34]2[CH2:39][CH2:38][CH:37]([CH:40]3[CH2:45][CH2:44][CH:43]([CH:46]=O)[CH2:42][CH2:41]3)[CH2:36][CH2:35]2)=[CH:30][CH:29]=1)[CH2:26][CH3:27]. (3) The reactants are: [Cl:1][C:2]1[C:3]([C:9]2[C:18](=[O:19])[NH:17][C:12]3=[N:13][CH:14]=[CH:15][N:16]=[C:11]3[C:10]=2[O:20][C:21](=[O:25])[CH:22]([CH3:24])[CH3:23])=[N:4][CH:5]=[C:6]([Cl:8])[CH:7]=1.C(=O)([O-])[O-].[K+].[K+].[CH2:32](I)[CH3:33]. Given the product [Cl:1][C:2]1[C:3]([C:9]2[C:18](=[O:19])[N:17]([CH2:32][CH3:33])[C:12]3=[N:13][CH:14]=[CH:15][N:16]=[C:11]3[C:10]=2[O:20][C:21](=[O:25])[CH:22]([CH3:23])[CH3:24])=[N:4][CH:5]=[C:6]([Cl:8])[CH:7]=1, predict the reactants needed to synthesize it. (4) Given the product [NH2:16][C:11]1[CH:12]=[CH:13][CH:14]=[C:15]2[C:10]=1[C:9](=[O:19])[C:8]1([NH:20][C:21](=[O:29])[C:22]3[CH:27]=[C:26]([CH3:28])[CH:25]=[N:24][CH:23]=3)[C:7]3[CH:30]=[CH:31][C:32]([CH:34]([CH3:36])[CH3:35])=[CH:33][C:6]=3[O:5][C:4]12[OH:3], predict the reactants needed to synthesize it. The reactants are: Cl.O.[OH:3][C:4]12[C:15]3[C:10](=[C:11]([N+:16]([O-])=O)[CH:12]=[CH:13][CH:14]=3)[C:9](=[O:19])[C:8]1([NH:20][C:21](=[O:29])[C:22]1[CH:27]=[C:26]([CH3:28])[CH:25]=[N:24][CH:23]=1)[C:7]1[CH:30]=[CH:31][C:32]([CH:34]([CH3:36])[CH3:35])=[CH:33][C:6]=1[O:5]2. (5) Given the product [Br:17][C:5]1[CH:4]=[C:3]2[C:2]3([N:1]=[C:22]([NH2:23])[CH2:21][CH2:20][O:19][CH2:18]3)[C:15]3[CH:14]=[C:13]([Cl:16])[N:12]=[CH:11][C:10]=3[O:9][C:8]2=[CH:7][CH:6]=1, predict the reactants needed to synthesize it. The reactants are: [NH2:1][C:2]1([CH2:18][O:19][CH2:20][CH2:21][C:22]#[N:23])[C:15]2[CH:14]=[C:13]([Cl:16])[N:12]=[CH:11][C:10]=2[O:9][C:8]2[C:3]1=[CH:4][C:5]([Br:17])=[CH:6][CH:7]=2.C[Al](C)C.[C@H](O)(C([O-])=O)[C@@H](O)C([O-])=O.[Na+].[K+]. (6) Given the product [N:1]([CH2:29][CH2:28][O:27][C:24]1[CH:25]=[C:26]2[C:21](=[CH:22][CH:23]=1)[NH:20][N:19]=[C:18]2[S:15]([C:5]1[C:14]2[C:9](=[CH:10][CH:11]=[CH:12][CH:13]=2)[CH:8]=[CH:7][CH:6]=1)(=[O:16])=[O:17])=[N+:2]=[N-:3], predict the reactants needed to synthesize it. The reactants are: [N-:1]=[N+:2]=[N-:3].[Na+].[C:5]1([S:15]([C:18]2[C:26]3[C:21](=[CH:22][CH:23]=[C:24]([O:27][CH2:28][CH2:29]OS(C4C=CC(C)=CC=4)(=O)=O)[CH:25]=3)[NH:20][N:19]=2)(=[O:17])=[O:16])[C:14]2[C:9](=[CH:10][CH:11]=[CH:12][CH:13]=2)[CH:8]=[CH:7][CH:6]=1.O.